This data is from Forward reaction prediction with 1.9M reactions from USPTO patents (1976-2016). The task is: Predict the product of the given reaction. Given the reactants [CH3:1][O:2][C:3]1[CH:8]=[C:7]([CH3:9])[C:6]([S:10]([N:13]([CH2:15][C:16]2[O:17][CH:18]=[C:19]([C:21](O)=[O:22])[N:20]=2)[CH3:14])(=[O:12])=[O:11])=[C:5]([CH3:24])[CH:4]=1.CCN=C=NCCCN(C)C.C1C=CC2N(O)N=NC=2C=1.[N:46]1([CH2:51][CH2:52][CH2:53][N:54]2[CH2:59][CH2:58][NH:57][CH2:56][CH2:55]2)[CH2:50][CH2:49][CH2:48][CH2:47]1, predict the reaction product. The product is: [CH3:1][O:2][C:3]1[CH:4]=[C:5]([CH3:24])[C:6]([S:10]([N:13]([CH3:14])[CH2:15][C:16]2[O:17][CH:18]=[C:19]([C:21]([N:57]3[CH2:56][CH2:55][N:54]([CH2:53][CH2:52][CH2:51][N:46]4[CH2:47][CH2:48][CH2:49][CH2:50]4)[CH2:59][CH2:58]3)=[O:22])[N:20]=2)(=[O:12])=[O:11])=[C:7]([CH3:9])[CH:8]=1.